From a dataset of Catalyst prediction with 721,799 reactions and 888 catalyst types from USPTO. Predict which catalyst facilitates the given reaction. (1) Reactant: [Br:1][C:2]1[CH:8]=[C:7]([Cl:9])[CH:6]=[C:5]([F:10])[C:3]=1[NH2:4].CO[CH:13]1[CH2:17][CH2:16][CH:15](OC)O1. Product: [Br:1][C:2]1[CH:8]=[C:7]([Cl:9])[CH:6]=[C:5]([F:10])[C:3]=1[N:4]1[CH:13]=[CH:17][CH:16]=[CH:15]1. The catalyst class is: 15. (2) Reactant: C(Cl)(=O)C(Cl)=O.[F:7][C:8]([C:18]1[CH:23]=[CH:22][C:21]([C:24]2[CH:32]=[CH:31][C:27]([C:28](O)=[O:29])=[CH:26][CH:25]=2)=[CH:20][CH:19]=1)([CH3:17])[CH2:9][NH:10][S:11]([CH:14]([CH3:16])[CH3:15])(=[O:13])=[O:12].C1COCC1.[CH3:38][NH2:39]. Product: [F:7][C:8]([C:18]1[CH:23]=[CH:22][C:21]([C:24]2[CH:32]=[CH:31][C:27]([C:28]([NH:39][CH3:38])=[O:29])=[CH:26][CH:25]=2)=[CH:20][CH:19]=1)([CH3:17])[CH2:9][NH:10][S:11]([CH:14]([CH3:16])[CH3:15])(=[O:13])=[O:12]. The catalyst class is: 606. (3) Reactant: [CH2:1]([C:9]1[CH:10]=[CH:11][C:12]2[N:13]([C:15]([C:18]([OH:20])=O)=[CH:16][N:17]=2)[N:14]=1)[CH2:2][C:3]1[CH:8]=[CH:7][CH:6]=[CH:5][CH:4]=1.[CH3:21][O:22][C:23]1[CH:28]=[CH:27][C:26]([NH2:29])=[CH:25][CH:24]=1. Product: [CH3:21][O:22][C:23]1[CH:28]=[CH:27][C:26]([NH:29][C:18]([C:15]2[N:13]3[N:14]=[C:9]([CH2:1][CH2:2][C:3]4[CH:4]=[CH:5][CH:6]=[CH:7][CH:8]=4)[CH:10]=[CH:11][C:12]3=[N:17][CH:16]=2)=[O:20])=[CH:25][CH:24]=1. The catalyst class is: 7. (4) Reactant: P(Br)(Br)[Br:2].[CH3:5][O:6][C:7]1[C:8]([CH2:12]O)=[CH:9][S:10][CH:11]=1. Product: [Br:2][CH2:12][C:8]1[C:7]([O:6][CH3:5])=[CH:11][S:10][CH:9]=1. The catalyst class is: 2. (5) Reactant: [Br:1][C:2]1[CH:3]=[CH:4][C:5]2[O:14][C:13]3[C:12](=[O:15])[NH:11][C:10]([C:16]4[CH:17]=[C:18]([CH:23]=[CH:24][CH:25]=4)[C:19]([O:21]C)=[O:20])=[N:9][C:8]=3[C:6]=2[CH:7]=1.O1CCCC1.O.[OH-].[Li+]. Product: [Br:1][C:2]1[CH:3]=[CH:4][C:5]2[O:14][C:13]3[C:12](=[O:15])[NH:11][C:10]([C:16]4[CH:17]=[C:18]([CH:23]=[CH:24][CH:25]=4)[C:19]([OH:21])=[O:20])=[N:9][C:8]=3[C:6]=2[CH:7]=1. The catalyst class is: 5. (6) Reactant: C[O-].[Na+:3].[CH3:4][C:5]([C:8]1[CH:13]=[CH:12][C:11]([S:14]([NH:17][C:18]2[N:23]=[C:22]([C:24]3[N:29]=[CH:28][CH:27]=[CH:26][N:25]=3)[N:21]=[C:20]([O:30][CH2:31][CH2:32][OH:33])[C:19]=2[O:34][C:35]2[C:40]([O:41][CH3:42])=[CH:39][CH:38]=[CH:37][CH:36]=2)(=[O:16])=[O:15])=[CH:10][CH:9]=1)([CH3:7])[CH3:6].O.C(OCC)(=O)C. Product: [CH3:7][C:5]([C:8]1[CH:13]=[CH:12][C:11]([S:14]([N-:17][C:18]2[C:19]([O:34][C:35]3[CH:36]=[CH:37][CH:38]=[CH:39][C:40]=3[O:41][CH3:42])=[C:20]([O:30][CH2:31][CH2:32][OH:33])[N:21]=[C:22]([C:24]3[N:25]=[CH:26][CH:27]=[CH:28][N:29]=3)[N:23]=2)(=[O:15])=[O:16])=[CH:10][CH:9]=1)([CH3:4])[CH3:6].[Na+:3]. The catalyst class is: 5.